From a dataset of Catalyst prediction with 721,799 reactions and 888 catalyst types from USPTO. Predict which catalyst facilitates the given reaction. (1) Reactant: [Br:1][C:2]1[N:3]=[CH:4][C:5](=[O:18])[N:6]([CH2:8][CH2:9][O:10][Si](C(C)(C)C)(C)C)[CH:7]=1.Cl. The catalyst class is: 5. Product: [Br:1][C:2]1[N:3]=[CH:4][C:5](=[O:18])[N:6]([CH2:8][CH2:9][OH:10])[CH:7]=1. (2) Reactant: [S:1]1[C:5]([C@H:6]([O:19][Si:20]([C:33]([CH3:36])([CH3:35])[CH3:34])([C:27]2[CH:32]=[CH:31][CH:30]=[CH:29][CH:28]=2)[C:21]2[CH:26]=[CH:25][CH:24]=[CH:23][CH:22]=2)/[CH:7]=[CH:8]/[C@@H:9]2[C@@H:16]3[C@@H:12]([O:13][CH:14]([OH:17])[CH2:15]3)[CH2:11][C@H:10]2[OH:18])=[CH:4][C:3]2[CH:37]=[CH:38][CH:39]=[CH:40][C:2]1=2.[H][H]. Product: [S:1]1[C:5]([C@H:6]([O:19][Si:20]([C:33]([CH3:36])([CH3:35])[CH3:34])([C:21]2[CH:22]=[CH:23][CH:24]=[CH:25][CH:26]=2)[C:27]2[CH:28]=[CH:29][CH:30]=[CH:31][CH:32]=2)[CH2:7][CH2:8][C@@H:9]2[C@@H:16]3[C@@H:12]([O:13][CH:14]([OH:17])[CH2:15]3)[CH2:11][C@H:10]2[OH:18])=[CH:4][C:3]2[CH:37]=[CH:38][CH:39]=[CH:40][C:2]1=2. The catalyst class is: 78. (3) Reactant: [C:1]([C:3]([C:6]1[CH:7]=[C:8]([CH:12]=[CH:13][CH:14]=1)[C:9]([OH:11])=O)([CH3:5])[CH3:4])#[N:2].C(Cl)(=O)C(Cl)=O.O1CCCC1.[NH2:26][C:27]1[N:28]=[C:29]2[CH:34]=[CH:33][C:32]([O:35][C:36]3[CH:37]=[C:38]([NH:42][C:43]([CH:45]4[CH2:47][CH2:46]4)=[O:44])[CH:39]=[CH:40][CH:41]=3)=[N:31][N:30]2[CH:48]=1. Product: [C:1]([C:3]([C:6]1[CH:7]=[C:8]([CH:12]=[CH:13][CH:14]=1)[C:9]([NH:26][C:27]1[N:28]=[C:29]2[CH:34]=[CH:33][C:32]([O:35][C:36]3[CH:41]=[CH:40][CH:39]=[C:38]([NH:42][C:43]([CH:45]4[CH2:47][CH2:46]4)=[O:44])[CH:37]=3)=[N:31][N:30]2[CH:48]=1)=[O:11])([CH3:4])[CH3:5])#[N:2]. The catalyst class is: 402. (4) Reactant: [H-].[Na+].[CH3:3][O:4][C:5](=[O:22])[C:6]1[CH:11]=[C:10]([NH:12][S:13]([CH3:16])(=[O:15])=[O:14])[N:9]=[C:8]([NH:17][C@H:18]([CH2:20][CH3:21])[CH3:19])[CH:7]=1.I[CH3:24]. Product: [CH3:3][O:4][C:5](=[O:22])[C:6]1[CH:11]=[C:10]([N:12]([S:13]([CH3:16])(=[O:15])=[O:14])[CH3:24])[N:9]=[C:8]([NH:17][C@H:18]([CH2:20][CH3:21])[CH3:19])[CH:7]=1. The catalyst class is: 3. (5) Reactant: [OH:1][CH2:2][CH2:3][NH:4][CH2:5][CH:6]([OH:14])[CH2:7][C:8]1[CH:13]=[CH:12][CH:11]=[CH:10][CH:9]=1.[C:15](O[C:15]([O:17][C:18]([CH3:21])([CH3:20])[CH3:19])=[O:16])([O:17][C:18]([CH3:21])([CH3:20])[CH3:19])=[O:16].C(N(CC)CC)C.O. Product: [C:18]([O:17][C:15](=[O:16])[N:4]([CH2:3][CH2:2][OH:1])[CH2:5][CH:6]([OH:14])[CH2:7][C:8]1[CH:13]=[CH:12][CH:11]=[CH:10][CH:9]=1)([CH3:21])([CH3:20])[CH3:19]. The catalyst class is: 2. (6) Reactant: C1(O[C:8](=[O:27])[NH:9][C:10]2[S:11][C:12]3[C:13]([N:21]4[CH2:26][CH2:25][O:24][CH2:23][CH2:22]4)=[N:14][CH:15]=[C:16]([O:19][CH3:20])[C:17]=3[N:18]=2)C=CC=CC=1.[N:28]1[CH:33]=[CH:32][CH:31]=[CH:30][CH:29]=1.Cl[CH:35](Cl)[CH3:36]. Product: [CH3:20][O:19][C:16]1[C:17]2[N:18]=[C:10]([NH:9][C:8]([N:28]3[CH2:33][CH2:32][C:31]4([C:8](=[O:27])[N:9]([CH3:10])[CH2:35][CH2:36]4)[CH2:30][CH2:29]3)=[O:27])[S:11][C:12]=2[C:13]([N:21]2[CH2:22][CH2:23][O:24][CH2:25][CH2:26]2)=[N:14][CH:15]=1. The catalyst class is: 7. (7) Reactant: [OH:1][CH2:2][CH:3]1[CH2:12][C:11]2[C:6](=[CH:7][CH:8]=[C:9]([C:13]3[CH:14]=[N:15][N:16]([CH3:18])[CH:17]=3)[CH:10]=2)[N:5]([C:19]2[C:23]3[CH2:24][N:25]([C:28](=[O:30])[CH3:29])[CH2:26][CH2:27][C:22]=3[N:21]([C@H:31]3[CH2:35][CH2:34][O:33][CH2:32]3)[N:20]=2)[CH2:4]1.[H-].[Na+].[CH3:38]I. Product: [CH3:38][O:1][CH2:2][CH:3]1[CH2:12][C:11]2[C:6](=[CH:7][CH:8]=[C:9]([C:13]3[CH:14]=[N:15][N:16]([CH3:18])[CH:17]=3)[CH:10]=2)[N:5]([C:19]2[C:23]3[CH2:24][N:25]([C:28](=[O:30])[CH3:29])[CH2:26][CH2:27][C:22]=3[N:21]([CH:31]3[CH2:35][CH2:34][O:33][CH2:32]3)[N:20]=2)[CH2:4]1. The catalyst class is: 3.